From a dataset of Full USPTO retrosynthesis dataset with 1.9M reactions from patents (1976-2016). Predict the reactants needed to synthesize the given product. (1) Given the product [CH2:1]([O:3][C:4]1[CH:5]=[C:6]([C:13]([OH:15])=[O:14])[CH:7]=[C:8]2[C:12]=1[NH:11][N:10]=[CH:9]2)[CH3:2], predict the reactants needed to synthesize it. The reactants are: [CH2:1]([O:3][C:4]1[CH:5]=[C:6]([C:13]([O:15]CC)=[O:14])[CH:7]=[C:8]2[C:12]=1[NH:11][N:10]=[CH:9]2)[CH3:2].[Li+].[OH-]. (2) Given the product [F:1][C:2]1[CH:7]=[CH:6][C:5]([C:8](=[O:10])[CH2:9][C:32]([CH:29]2[CH2:30][CH2:31][N:26]([C:24]([O:23][C:19]([CH3:22])([CH3:21])[CH3:20])=[O:25])[CH2:27][CH2:28]2)=[O:33])=[CH:4][CH:3]=1, predict the reactants needed to synthesize it. The reactants are: [F:1][C:2]1[CH:7]=[CH:6][C:5]([C:8](=[O:10])[CH3:9])=[CH:4][CH:3]=1.[Li+].CC([N-]C(C)C)C.[C:19]([O:23][C:24]([N:26]1[CH2:31][CH2:30][CH:29]([C:32](O)=[O:33])[CH2:28][CH2:27]1)=[O:25])([CH3:22])([CH3:21])[CH3:20].C1N=CN(C(N2C=NC=C2)=O)C=1. (3) Given the product [C:30]([O:33][C:34]([N:26]1[CH2:25][CH2:24][N:23]([C:4]2[CH:3]=[C:2]([NH2:1])[C:19]([N+:20]([O-:22])=[O:21])=[CH:18][C:5]=2[C:6](=[O:7])[NH:8][C:9]2[CH:17]=[CH:16][C:12]3[N:13]=[CH:14][S:15][C:11]=3[CH:10]=2)[CH2:28][CH2:27]1)=[O:35])([CH3:32])([CH3:31])[CH3:29], predict the reactants needed to synthesize it. The reactants are: [NH2:1][C:2]1[C:19]([N+:20]([O-:22])=[O:21])=[CH:18][C:5]([C:6]([NH:8][C:9]2[CH:17]=[CH:16][C:12]3[N:13]=[CH:14][S:15][C:11]=3[CH:10]=2)=[O:7])=[C:4]([N:23]2[CH2:28][CH2:27][NH:26][CH2:25][CH2:24]2)[CH:3]=1.[CH3:29][C:30]([O:33][C:34](O[C:34]([O:33][C:30]([CH3:32])([CH3:31])[CH3:29])=[O:35])=[O:35])([CH3:32])[CH3:31]. (4) The reactants are: C([N:9]=[C:10]=[S:11])(=O)C1C=CC=CC=1.[Cl:12][C:13]1[CH:18]=[CH:17][C:16]([NH2:19])=[CH:15][C:14]=1[O:20][CH3:21].C(=O)([O-])[O-].[K+].[K+]. Given the product [Cl:12][C:13]1[CH:18]=[CH:17][C:16]([NH:19][C:10]([NH2:9])=[S:11])=[CH:15][C:14]=1[O:20][CH3:21], predict the reactants needed to synthesize it.